Dataset: Forward reaction prediction with 1.9M reactions from USPTO patents (1976-2016). Task: Predict the product of the given reaction. (1) Given the reactants Br[C:2]1[CH:7]=[CH:6][C:5]([Br:8])=[CH:4][CH:3]=1.[Li]CCCC.[F:14][C:15]1[CH:29]=[C:28]([F:30])[CH:27]=[CH:26][C:16]=1[CH:17]=[N:18][CH:19]([CH2:22][CH:23]([CH3:25])[CH3:24])[CH2:20][OH:21], predict the reaction product. The product is: [Br:8][C:5]1[CH:6]=[CH:7][C:2]([C@H:17]([NH:18][C@@H:19]([CH2:22][CH:23]([CH3:25])[CH3:24])[CH2:20][OH:21])[C:16]2[CH:26]=[CH:27][C:28]([F:30])=[CH:29][C:15]=2[F:14])=[CH:3][CH:4]=1. (2) The product is: [Br:1][C:2]1[CH:10]=[CH:9][C:5]([C:6]([NH:17][NH:16][C:15]([O:19][C:20]([CH3:23])([CH3:22])[CH3:21])=[O:18])=[O:7])=[C:4]([C:11]([F:14])([F:13])[F:12])[CH:3]=1. Given the reactants [Br:1][C:2]1[CH:10]=[CH:9][C:5]([C:6](Cl)=[O:7])=[C:4]([C:11]([F:14])([F:13])[F:12])[CH:3]=1.[C:15]([O:19][C:20]([CH3:23])([CH3:22])[CH3:21])(=[O:18])[NH:16][NH2:17].N1C=CC=CC=1.O, predict the reaction product. (3) The product is: [CH2:10]([N:12]([CH3:17])[S:13]([NH:4][C:3]1[CH:5]=[CH:6][C:7]([F:9])=[CH:8][C:2]=1[F:1])(=[O:15])=[O:14])[CH3:11]. Given the reactants [F:1][C:2]1[CH:8]=[C:7]([F:9])[CH:6]=[CH:5][C:3]=1[NH2:4].[CH2:10]([N:12]([CH3:17])[S:13](Cl)(=[O:15])=[O:14])[CH3:11].N1C=CC=CC=1.C(=O)([O-])[O-].[K+].[K+], predict the reaction product. (4) Given the reactants [F:1][C:2]1[CH:3]=[C:4]([CH:43]=[CH:44][C:45]=1[F:46])[CH2:5][NH:6][C:7](=[O:42])[C:8]1[CH:13]=[CH:12][CH:11]=[N:10][C:9]=1[NH:14][C:15]1[S:16][CH:17]=[C:18]([C:20]2[CH:21]=[C:22]3[C:27](=[CH:28][CH:29]=2)[N:26]=[CH:25][N:24]=[C:23]3[NH:30]CC2C=CC(OC)=CC=2OC)[N:19]=1.FC(F)(F)C(O)=O, predict the reaction product. The product is: [NH2:30][C:23]1[C:22]2[C:27](=[CH:28][CH:29]=[C:20]([C:18]3[N:19]=[C:15]([NH:14][C:9]4[N:10]=[CH:11][CH:12]=[CH:13][C:8]=4[C:7]([NH:6][CH2:5][C:4]4[CH:43]=[CH:44][C:45]([F:46])=[C:2]([F:1])[CH:3]=4)=[O:42])[S:16][CH:17]=3)[CH:21]=2)[N:26]=[CH:25][N:24]=1. (5) Given the reactants CS(O[C@@H:6]([C:8]#[CH:9])[CH3:7])(=O)=O.[C:10]([O:14][C:15](=[O:21])[NH:16][CH2:17][CH2:18][CH2:19][NH2:20])([CH3:13])([CH3:12])[CH3:11].C(=O)([O-])[O-].[K+].[K+], predict the reaction product. The product is: [C:10]([O:14][C:15](=[O:21])[NH:16][CH2:17][CH2:18][CH2:19][NH:20][C@H:6]([C:8]#[CH:9])[CH3:7])([CH3:13])([CH3:11])[CH3:12]. (6) Given the reactants Cl[C:2]1[CH:7]=[CH:6][C:5]([C:8]([N:10]2[C:16]3[CH:17]=[CH:18][CH:19]=[CH:20][C:15]=3[CH2:14][N:13]3[CH:21]=[CH:22][CH:23]=[C:12]3[CH2:11]2)=[O:9])=[CH:4][C:3]=1[S:24]([NH2:27])(=[O:26])=[O:25].[OH2:28], predict the reaction product. The product is: [N:10]1([C:2]2[CH:7]=[CH:6][C:5]([C:8]([N:10]3[C:16]4[CH:17]=[CH:18][CH:19]=[CH:20][C:15]=4[CH2:14][N:13]4[CH:21]=[CH:22][CH:23]=[C:12]4[CH2:11]3)=[O:9])=[CH:4][C:3]=2[S:24]([NH2:27])(=[O:26])=[O:25])[CH2:11][CH2:12][O:28][CH2:5][CH2:8]1.